Task: Predict the reaction yield, written as a fraction of the theoretical maximum amount of product (1.0 means a 100% yield; for example, 0.34 means a 34% yield).. Dataset: Reaction yield outcomes from USPTO patents with 853,638 reactions (1) The reactants are [NH:1]1[CH:5]=[C:4]([C:6]2[C:7]3[CH:14]=[CH:13][N:12]([CH2:15][O:16][CH2:17][CH2:18][Si:19]([CH3:22])([CH3:21])[CH3:20])[C:8]=3[N:9]=[CH:10][N:11]=2)[CH:3]=[N:2]1.C(#N)C.C1CCN2C(=NCCC2)CC1.[C:37]([O:46][CH3:47])(=[O:45])/[CH:38]=[CH:39]/[CH2:40][C:41]([O:43][CH3:44])=[O:42]. The catalyst is C(OCC)(=O)C. The product is [CH3:20][Si:19]([CH3:22])([CH3:21])[CH2:18][CH2:17][O:16][CH2:15][N:12]1[C:8]2[N:9]=[CH:10][N:11]=[C:6]([C:4]3[CH:5]=[N:1][N:2]([CH:39]([CH2:40][C:41]([O:43][CH3:44])=[O:42])[CH2:38][C:37]([O:46][CH3:47])=[O:45])[CH:3]=3)[C:7]=2[CH:14]=[CH:13]1. The yield is 0.640. (2) The catalyst is C(Cl)Cl. The yield is 0.190. The product is [N:20]([C:16]1[CH:15]=[N:14][C:13]2[C:18](=[CH:19][C:10]([O:9][CH3:8])=[CH:11][CH:12]=2)[N:17]=1)=[C:28]=[S:29]. The reactants are FC(F)(F)C(O)=O.[CH3:8][O:9][C:10]1[CH:19]=[C:18]2[C:13]([N:14]=[CH:15][C:16]([NH2:20])=[N:17]2)=[CH:12][CH:11]=1.C(N(CC)CC)C.[C:28](N1C=CC=CC1=O)(N1C=CC=CC1=O)=[S:29]. (3) The reactants are [OH:1][CH2:2][CH2:3][C:4]([OH:6])=O.[Cl:7][C:8]1[CH:9]=[C:10]([NH:22][C:23]2[C:32]3[C:27](=[CH:28][CH:29]=[CH:30][C:31]=3[O:33][CH2:34][CH2:35][NH:36][CH3:37])[N:26]=[CH:25][N:24]=2)[CH:11]=[CH:12][C:13]=1[O:14][CH2:15][C:16]1[CH:21]=[CH:20][CH:19]=[CH:18][N:17]=1. No catalyst specified. The product is [Cl:7][C:8]1[CH:9]=[C:10]([NH:22][C:23]2[C:32]3[C:27](=[CH:28][CH:29]=[CH:30][C:31]=3[O:33][CH2:34][CH2:35][N:36]([CH3:37])[C:4](=[O:6])[CH2:3][CH2:2][OH:1])[N:26]=[CH:25][N:24]=2)[CH:11]=[CH:12][C:13]=1[O:14][CH2:15][C:16]1[CH:21]=[CH:20][CH:19]=[CH:18][N:17]=1. The yield is 0.240.